The task is: Regression/Classification. Given a drug SMILES string, predict its absorption, distribution, metabolism, or excretion properties. Task type varies by dataset: regression for continuous measurements (e.g., permeability, clearance, half-life) or binary classification for categorical outcomes (e.g., BBB penetration, CYP inhibition). Dataset: cyp2d6_veith.. This data is from CYP2D6 inhibition data for predicting drug metabolism from PubChem BioAssay. (1) The drug is CSc1nc(O)c(Cc2ccccc2)c(=O)[nH]1. The result is 0 (non-inhibitor). (2) The drug is O=[N+]([O-])c1ccc2nc(-c3ccc(Cl)cc3)n(OCc3ccccc3)c2c1. The result is 0 (non-inhibitor). (3) The molecule is CC(C)NC(=O)N1CCC2(CC1)CCN(C(=O)Oc1ccccc1)CC2. The result is 0 (non-inhibitor). (4) The compound is COc1cccc(-c2nc(NCCNC(C)=O)c3ccccc3n2)c1. The result is 1 (inhibitor). (5) The drug is COc1ccccc1C1/C(=C(/O)c2ccccc2)C(=O)C(=O)N1CCO. The result is 0 (non-inhibitor). (6) The drug is COc1ccccc1OCCCOc1ccc([N+](=O)[O-])cc1Cl. The result is 1 (inhibitor). (7) The result is 0 (non-inhibitor). The molecule is Clc1ccc(Nc2ncn[nH]2)cc1. (8) The drug is CCCCN1CCCC[C@H]1C(=O)Nc1c(C)cccc1C. The result is 1 (inhibitor). (9) The compound is CC1CCN(C2CCN(S(=O)(=O)c3ccc(F)cc3)CC2)CC1.O=C(O)C(=O)O. The result is 1 (inhibitor). (10) The molecule is COc1ccc2[nH]c3nc(SCC(=O)NNC(=O)c4ccc(OC)c(OC)c4)nnc3c2c1. The result is 0 (non-inhibitor).